Dataset: Full USPTO retrosynthesis dataset with 1.9M reactions from patents (1976-2016). Task: Predict the reactants needed to synthesize the given product. (1) Given the product [F:1][C:2]1[CH:3]=[CH:4][C:5]([N:10]2[CH:14]=[N:13][CH:12]=[N:11]2)=[C:6]([CH2:7][NH2:8])[CH:9]=1, predict the reactants needed to synthesize it. The reactants are: [F:1][C:2]1[CH:3]=[CH:4][C:5]([N:10]2[CH:14]=[N:13][CH:12]=[N:11]2)=[C:6]([CH:9]=1)[C:7]#[N:8].N. (2) Given the product [C:10]([O:67][C:66]([N:63]1[CH2:64][CH2:65][N:60]([C:57]2[CH:56]=[CH:55][C:54]([C:52](=[O:53])[NH:51][C:39]3[S:40][C:41]4[CH2:50][CH2:49][C:48]5[C:43](=[CH:44][CH:45]=[CH:46][CH:47]=5)[C:42]=4[N:38]=3)=[CH:59][N:58]=2)[CH2:61][CH2:62]1)=[O:68])([CH3:11])([CH3:15])[CH3:8], predict the reactants needed to synthesize it. The reactants are: CC1SC(N[C:8]([C:10]2[CH:11]=CC(N3CC[CH:8]([C:10]4[CH:15]=CC=C(C(F)(F)F)[CH:11]=4)CC3)=N[CH:15]=2)=O)=N[C:8]=1[C:10]1[CH:15]=CC=C[CH:11]=1.[N:38]1[C:42]2[C:43]3[C:48]([CH2:49][CH2:50][C:41]=2[S:40][C:39]=1[NH:51][C:52]([C:54]1[CH:55]=[CH:56][C:57]([N:60]2[CH2:65][CH2:64][N:63]([C:66]([OH:68])=[O:67])[CH2:62][CH2:61]2)=[N:58][CH:59]=1)=[O:53])=[CH:47][CH:46]=[CH:45][CH:44]=3.N1(C(O)=O)CCNCC1. (3) Given the product [CH3:27][N:28]1[CH2:33][CH2:32][N:31]([CH2:2][C:3]([NH:5][C:6]2[CH:19]=[CH:18][C:17]3[C:16](=[O:20])[C:15]4[C:10](=[CH:11][C:12]([NH:21][C:22](=[O:25])[CH2:23][N:34]5[CH2:35][CH2:36][N:41]([CH3:40])[CH2:38][CH2:39]5)=[CH:13][CH:14]=4)[C:9](=[O:26])[C:8]=3[CH:7]=2)=[O:4])[CH2:30][CH2:29]1, predict the reactants needed to synthesize it. The reactants are: Cl[CH2:2][C:3]([NH:5][C:6]1[CH:19]=[CH:18][C:17]2[C:16](=[O:20])[C:15]3[C:10](=[CH:11][C:12]([NH:21][C:22](=[O:25])[CH2:23]Cl)=[CH:13][CH:14]=3)[C:9](=[O:26])[C:8]=2[CH:7]=1)=[O:4].[CH3:27][N:28]1[CH2:33][CH2:32][NH:31][CH2:30][CH2:29]1.[N:34]1[CH:39]=[CH:38]C=[CH:36][CH:35]=1.[CH3:40][N:41](C)C=O.